The task is: Regression. Given a peptide amino acid sequence and an MHC pseudo amino acid sequence, predict their binding affinity value. This is MHC class I binding data.. This data is from Peptide-MHC class I binding affinity with 185,985 pairs from IEDB/IMGT. (1) The peptide sequence is IRYPKTFGW. The MHC is Gogo-B0101 with pseudo-sequence Gogo-B0101. The binding affinity (normalized) is 0.631. (2) The peptide sequence is VLAGYGAGI. The MHC is HLA-A02:01 with pseudo-sequence HLA-A02:01. The binding affinity (normalized) is 0.444. (3) The peptide sequence is AVFDSFVER. The MHC is HLA-B08:02 with pseudo-sequence HLA-B08:02. The binding affinity (normalized) is 0.0847.